Dataset: Catalyst prediction with 721,799 reactions and 888 catalyst types from USPTO. Task: Predict which catalyst facilitates the given reaction. (1) Reactant: C(Cl)(=O)C(Cl)=O.CS(C)=O.[NH2:11][N:12]1[C:17]2[C:18]([CH2:29]O)=[CH:19][CH:20]=[C:21]([C:22]3[C:23]([CH3:28])=[N:24][O:25][C:26]=3[CH3:27])[C:16]=2[O:15][CH2:14][CH:13]1[C:31]1[CH:36]=[CH:35][CH:34]=[CH:33][CH:32]=1.C(N(CC)CC)C. Product: [CH3:28][C:23]1[C:22]([C:21]2[C:16]3[O:15][CH2:14][CH:13]([C:31]4[CH:36]=[CH:35][CH:34]=[CH:33][CH:32]=4)[N:12]4[C:17]=3[C:18]([CH:29]=[N:11]4)=[CH:19][CH:20]=2)=[C:26]([CH3:27])[O:25][N:24]=1. The catalyst class is: 2. (2) Reactant: [C:1]([C:6]1[CH:11]=[CH:10][CH:9]=[CH:8][CH:7]=1)(=[O:5])[CH2:2][CH2:3][CH3:4].[N:12](OC(C)(C)C)=[O:13].Cl. Product: [C:6]1([C:1](=[O:5])[C:2](=[N:12][OH:13])[CH2:3][CH3:4])[CH:11]=[CH:10][CH:9]=[CH:8][CH:7]=1. The catalyst class is: 7. (3) Reactant: [F:1][C:2]1[CH:7]=[CH:6][C:5]([OH:8])=[CH:4][CH:3]=1.C([O-])([O-])=O.[K+].[K+].Br[CH2:16][CH:17]=[CH2:18]. Product: [CH2:18]([O:8][C:5]1[CH:6]=[CH:7][C:2]([F:1])=[CH:3][CH:4]=1)[CH:17]=[CH2:16]. The catalyst class is: 21. (4) Reactant: [Br:1][C:2]1[CH:11]=[CH:10][C:9]([N+:12]([O-])=O)=[CH:8][C:3]=1[C:4]([O:6][CH3:7])=[O:5].[In].[Cl-].[NH4+]. Product: [NH2:12][C:9]1[CH:10]=[CH:11][C:2]([Br:1])=[C:3]([CH:8]=1)[C:4]([O:6][CH3:7])=[O:5]. The catalyst class is: 40. (5) Product: [CH3:26][C:21]1([CH3:27])[C:22]([CH3:25])([CH3:24])[O:23][B:19]([C:2]2[CH:7]=[CH:6][C:5]([C:8]3[O:9][C:10]([C:13]4[CH:18]=[CH:17][CH:16]=[CH:15][CH:14]=4)=[N:11][N:12]=3)=[CH:4][CH:3]=2)[O:20]1. The catalyst class is: 431. Reactant: Br[C:2]1[CH:7]=[CH:6][C:5]([C:8]2[O:9][C:10]([C:13]3[CH:18]=[CH:17][CH:16]=[CH:15][CH:14]=3)=[N:11][N:12]=2)=[CH:4][CH:3]=1.[B:19]1([B:19]2[O:23][C:22]([CH3:25])([CH3:24])[C:21]([CH3:27])([CH3:26])[O:20]2)[O:23][C:22]([CH3:25])([CH3:24])[C:21]([CH3:27])([CH3:26])[O:20]1.ClCCl.C([O-])(=O)C.[K+]. (6) The catalyst class is: 78. Reactant: [CH3:1][O:2][C:3]1[C:4]([O:14][CH2:15][CH2:16][O:17][CH3:18])=[CH:5][C:6]([N+:11]([O-])=O)=[C:7]([CH:10]=1)[C:8]#[N:9].C1CCCCC=1.CO. Product: [NH2:11][C:6]1[CH:5]=[C:4]([O:14][CH2:15][CH2:16][O:17][CH3:18])[C:3]([O:2][CH3:1])=[CH:10][C:7]=1[C:8]#[N:9]. (7) Reactant: [C:1]1([C:6]2[N:7]([Si:11]([CH:18]([CH3:20])[CH3:19])([CH:15]([CH3:17])[CH3:16])[CH:12]([CH3:14])[CH3:13])[CH:8]=[CH:9][CH:10]=2)[CH2:5][CH2:4][CH2:3][CH:2]=1.C1(C2C=CN([Si](C(C)C)(C(C)C)C(C)C)C=2)CCCC=1.[C:41]([C:47]([O:49][CH3:50])=[O:48])#[C:42][C:43]([O:45][CH3:46])=[O:44]. Product: [CH:12]([Si:11]([CH:15]([CH3:17])[CH3:16])([CH:18]([CH3:20])[CH3:19])[N:7]1[C:6]2[C:10](=[C:41]([C:47]([O:49][CH3:50])=[O:48])[C:42]([C:43]([O:45][CH3:46])=[O:44])=[C:2]3[CH2:3][CH2:4][CH2:5][C:1]3=2)[CH:9]=[CH:8]1)([CH3:13])[CH3:14]. The catalyst class is: 28. (8) Reactant: [H-].[Al+3].[Li+].[H-].[H-].[H-].[O:7]1[C:11]2([CH2:16][CH2:15][CH:14]([CH2:17][C:18](OC)=[O:19])[CH2:13][CH2:12]2)[O:10][CH2:9][CH2:8]1.O. Product: [O:7]1[C:11]2([CH2:16][CH2:15][CH:14]([CH2:17][CH2:18][OH:19])[CH2:13][CH2:12]2)[O:10][CH2:9][CH2:8]1. The catalyst class is: 7. (9) Reactant: [CH:1]([C:3]1[C:4]([OH:13])=[N:5][CH:6]=[C:7]([C:9]([F:12])([F:11])[F:10])[CH:8]=1)=O.C([O-])=O.[Na+].Cl.[NH2:19]O.C(O)=O. Product: [C:1]([C:3]1[C:4]([OH:13])=[N:5][CH:6]=[C:7]([C:9]([F:12])([F:11])[F:10])[CH:8]=1)#[N:19]. The catalyst class is: 6. (10) Reactant: [CH3:1][S:2]([C:5]1[CH:23]=[CH:22][C:8]([CH:9]=[C:10]2[C:19]3[C:14](=[CH:15][CH:16]=[CH:17][CH:18]=3)[CH2:13][CH2:12]/[C:11]/2=[N:20]\[OH:21])=[CH:7][CH:6]=1)(=[O:4])=[O:3].[CH2:24](I)[CH3:25].C(=O)([O-])[O-].[K+].[K+].CN(C)C=O. Product: [CH2:24]([O:21]/[N:20]=[C:11]1/[C:10](=[CH:9][C:8]2[CH:7]=[CH:6][C:5]([S:2]([CH3:1])(=[O:4])=[O:3])=[CH:23][CH:22]=2)[C:19]2[C:14]([CH2:13][CH2:12]/1)=[CH:15][CH:16]=[CH:17][CH:18]=2)[CH3:25]. The catalyst class is: 46.